The task is: Predict the product of the given reaction.. This data is from Forward reaction prediction with 1.9M reactions from USPTO patents (1976-2016). Given the reactants [O:1]=[C:2]1[NH:6][C:5]2[CH:7]=[CH:8][CH:9]=[C:10]([CH:11]=O)[C:4]=2[O:3]1.[CH3:13][C:14]1[CH:19]=[C:18]([CH3:20])[CH:17]=[C:16]([CH3:21])[C:15]=1[CH:22]1[CH2:27][C:26](=O)[CH2:25][C:24](=[O:29])[CH2:23]1.C([O-])(=O)C.[NH4+].[CH2:35]([O:37][C:38](=[O:48])[CH2:39][C:40](=O)[CH2:41][O:42][C:43]([CH3:46])([CH3:45])[CH3:44])[CH3:36].F[B-](F)(F)F.C([N+:58]1C=CN(C)C=1)CCC, predict the reaction product. The product is: [CH2:35]([O:37][C:38]([C:39]1[CH:11]([C:10]2[C:4]3[O:3][C:2](=[O:1])[NH:6][C:5]=3[CH:7]=[CH:8][CH:9]=2)[C:25]2[C:24](=[O:29])[CH2:23][CH:22]([C:15]3[C:16]([CH3:21])=[CH:17][C:18]([CH3:20])=[CH:19][C:14]=3[CH3:13])[CH2:27][C:26]=2[NH:58][C:40]=1[CH2:41][O:42][C:43]([CH3:46])([CH3:45])[CH3:44])=[O:48])[CH3:36].